Dataset: Catalyst prediction with 721,799 reactions and 888 catalyst types from USPTO. Task: Predict which catalyst facilitates the given reaction. (1) Reactant: Br[C:2]1[C:10]2[O:9][C:8]([C:11]3[CH:16]=[CH:15][C:14]([OH:17])=[CH:13][CH:12]=3)=[CH:7][C:6]=2[CH:5]=[C:4]([OH:18])[CH:3]=1.C[O-].[Na+].Cl.C[CH2:24][O:25]C(C)=O. Product: [OH:17][C:14]1[CH:15]=[CH:16][C:11]([C:8]2[O:9][C:10]3[C:2]([O:25][CH3:24])=[CH:3][C:4]([OH:18])=[CH:5][C:6]=3[CH:7]=2)=[CH:12][CH:13]=1. The catalyst class is: 3. (2) Reactant: [Cl-].[Cl-].[CH3:3][C:4]1([Zr+2:10]C2(C)C=CC(C)=C2)[CH:8]=[CH:7][C:6]([CH3:9])=[CH:5]1.[C:18]([OH:24])(=[O:23])[C:19]([CH3:22])([CH3:21])[CH3:20].C(N(CC)CC)C. Product: [C:18]([O-:24])(=[O:23])[C:19]([CH3:22])([CH3:21])[CH3:20].[C:18]([O-:24])(=[O:23])[C:19]([CH3:22])([CH3:21])[CH3:20].[C:18]([O-:24])(=[O:23])[C:19]([CH3:22])([CH3:21])[CH3:20].[CH3:3][C:4]1([Zr+3:10])[CH:8]=[CH:7][C:6]([CH3:9])=[CH:5]1. The catalyst class is: 11.